From a dataset of Peptide-MHC class I binding affinity with 185,985 pairs from IEDB/IMGT. Regression. Given a peptide amino acid sequence and an MHC pseudo amino acid sequence, predict their binding affinity value. This is MHC class I binding data. (1) The peptide sequence is SVETIVLMA. The MHC is HLA-B27:05 with pseudo-sequence HLA-B27:05. The binding affinity (normalized) is 0.0175. (2) The peptide sequence is GPASLPTAL. The MHC is HLA-A03:01 with pseudo-sequence HLA-A03:01. The binding affinity (normalized) is 0.0847. (3) The peptide sequence is AQPCSDKAYK. The MHC is HLA-A33:01 with pseudo-sequence HLA-A33:01. The binding affinity (normalized) is 0.154. (4) The peptide sequence is RVRQQVIQL. The MHC is HLA-A01:01 with pseudo-sequence HLA-A01:01. The binding affinity (normalized) is 0.0847. (5) The peptide sequence is QLIPCMDVVL. The MHC is HLA-A03:01 with pseudo-sequence HLA-A03:01. The binding affinity (normalized) is 0. (6) The peptide sequence is GPEGPLGQL. The MHC is HLA-B40:01 with pseudo-sequence HLA-B40:01. The binding affinity (normalized) is 0.213.